From a dataset of Forward reaction prediction with 1.9M reactions from USPTO patents (1976-2016). Predict the product of the given reaction. Given the reactants [Cl:1][C:2]1[CH:7]=[CH:6][CH:5]=[CH:4][C:3]=1[N:8]=[C:9]=[O:10].[CH3:11][CH:12]([CH3:35])[CH:13]([NH:18][C:19]([C:21]1[S:22][C:23]([C:26]2[CH:31]=[CH:30][C:29]([N+:32]([O-])=O)=[CH:28][CH:27]=2)=[CH:24][N:25]=1)=[O:20])[C:14]([O:16][CH3:17])=[O:15], predict the reaction product. The product is: [Cl:1][C:2]1[CH:7]=[CH:6][CH:5]=[CH:4][C:3]=1[NH:8][C:9](=[O:10])[NH:32][C:29]1[CH:30]=[CH:31][C:26]([C:23]2[S:22][C:21]([C:19]([NH:18][CH:13]([CH:12]([CH3:35])[CH3:11])[C:14]([O:16][CH3:17])=[O:15])=[O:20])=[N:25][CH:24]=2)=[CH:27][CH:28]=1.